Dataset: Forward reaction prediction with 1.9M reactions from USPTO patents (1976-2016). Task: Predict the product of the given reaction. The product is: [NH2:3][C:4]1[C:13]2[C:8](=[CH:9][C:10]([CH2:14][N:15]3[CH2:20][CH2:19][N:18]([CH2:23][C:24]4[S:28][C:27]5[CH:29]=[C:30]([Cl:33])[CH:31]=[CH:32][C:26]=5[CH:25]=4)[CH2:17][C:16]3=[O:21])=[CH:11][CH:12]=2)[N:7]=[CH:6][N:5]=1. Given the reactants Cl.Cl.[NH2:3][C:4]1[C:13]2[C:8](=[CH:9][C:10]([CH2:14][N:15]3[CH2:20][CH2:19][NH:18][CH2:17][C:16]3=[O:21])=[CH:11][CH:12]=2)[N:7]=[CH:6][N:5]=1.Br[CH2:23][C:24]1[S:28][C:27]2[CH:29]=[C:30]([Cl:33])[CH:31]=[CH:32][C:26]=2[CH:25]=1.C([O-])([O-])=O.[K+].[K+].FC(F)(F)C(O)=O, predict the reaction product.